This data is from Retrosynthesis with 50K atom-mapped reactions and 10 reaction types from USPTO. The task is: Predict the reactants needed to synthesize the given product. Given the product Cc1c(Cc2ccccc2)nnc(N2CCN(c3cnc(C(=O)O)cn3)[C@H](C)C2)c1C, predict the reactants needed to synthesize it. The reactants are: COC(=O)c1cnc(N2CCN(c3nnc(Cc4ccccc4)c(C)c3C)C[C@H]2C)cn1.